Dataset: Catalyst prediction with 721,799 reactions and 888 catalyst types from USPTO. Task: Predict which catalyst facilitates the given reaction. (1) Product: [CH2:15]([O:14][C:12](=[O:13])[CH2:11][NH:6][C:5]1[CH:7]=[CH:8][CH:9]=[C:3]([O:2][CH3:1])[CH:4]=1)[CH3:16]. The catalyst class is: 4. Reactant: [CH3:1][O:2][C:3]1[CH:4]=[C:5]([CH:7]=[CH:8][CH:9]=1)[NH2:6].Br[CH2:11][C:12]([O:14][CH2:15][CH3:16])=[O:13].C(N(CC)CC)C. (2) Reactant: Cl.[NH2:2][C@:3]1([C:13]([O:15][CH3:16])=[O:14])[CH2:5][C@@H:4]1[C:6]1[CH:11]=[CH:10][C:9](Br)=[CH:8][CH:7]=1.[H][H]. Product: [NH2:2][C@:3]1([C:13]([O:15][CH3:16])=[O:14])[CH2:5][C@@H:4]1[C:6]1[CH:11]=[CH:10][CH:9]=[CH:8][CH:7]=1. The catalyst class is: 43. (3) Reactant: [OH:1][C:2]1[CH:7]=[CH:6][C:5]([NH:8][C:9](=[O:11])[CH3:10])=[CH:4][CH:3]=1.FC(F)(F)[C:14](O)=[O:15].C1N2CN3CN(C2)CN1C3.C1(C)C=CC=CC=1.CO. Product: [CH:14]([C:7]1[CH:6]=[C:5]([NH:8][C:9](=[O:11])[CH3:10])[CH:4]=[CH:3][C:2]=1[OH:1])=[O:15]. The catalyst class is: 84. (4) Reactant: [Br:1]P(Br)Br.[CH3:5][O:6][C:7](=[O:16])[C:8]1[CH:13]=[CH:12][CH:11]=[C:10]([CH2:14]O)[CH:9]=1.O.C([O-])(O)=O.[Na+]. Product: [CH3:5][O:6][C:7](=[O:16])[C:8]1[CH:13]=[CH:12][CH:11]=[C:10]([CH2:14][Br:1])[CH:9]=1. The catalyst class is: 27.